This data is from Full USPTO retrosynthesis dataset with 1.9M reactions from patents (1976-2016). The task is: Predict the reactants needed to synthesize the given product. (1) Given the product [N:25]1[CH:30]=[CH:29][N:28]=[CH:27][C:26]=1[CH:31]([NH:33][C:22]([C:11]1[CH:12]=[C:13]([C:15]2[CH:16]=[CH:17][C:18]([CH3:21])=[CH:19][CH:20]=2)[CH:14]=[C:9]([N:8]2[C:4]([CH:1]([CH3:2])[CH3:3])=[CH:5][N:6]=[N:7]2)[CH:10]=1)=[O:24])[CH3:32], predict the reactants needed to synthesize it. The reactants are: [CH:1]([C:4]1[N:8]([C:9]2[CH:10]=[C:11]([C:22]([OH:24])=O)[CH:12]=[C:13]([C:15]3[CH:20]=[CH:19][C:18]([CH3:21])=[CH:17][CH:16]=3)[CH:14]=2)[N:7]=[N:6][CH:5]=1)([CH3:3])[CH3:2].[N:25]1[CH:30]=[CH:29][N:28]=[CH:27][C:26]=1[CH:31]([NH2:33])[CH3:32]. (2) The reactants are: [C:1]([C:4]1[S:8][C:7]([NH2:9])=[N:6][C:5]=1[CH3:10])(=[O:3])[CH3:2].[Cl:11][C:12]1[CH:17]=[CH:16][C:15]([S:18](Cl)(=[O:20])=[O:19])=[CH:14][CH:13]=1. Given the product [C:1]([C:4]1[S:8][C:7]([NH:9][S:18]([C:15]2[CH:16]=[CH:17][C:12]([Cl:11])=[CH:13][CH:14]=2)(=[O:20])=[O:19])=[N:6][C:5]=1[CH3:10])(=[O:3])[CH3:2], predict the reactants needed to synthesize it.